Dataset: Peptide-MHC class I binding affinity with 185,985 pairs from IEDB/IMGT. Task: Regression. Given a peptide amino acid sequence and an MHC pseudo amino acid sequence, predict their binding affinity value. This is MHC class I binding data. (1) The peptide sequence is GRTFGKLPY. The MHC is HLA-B08:01 with pseudo-sequence HLA-B08:01. The binding affinity (normalized) is 0.0847. (2) The peptide sequence is FIFGKMGAG. The MHC is HLA-B07:02 with pseudo-sequence HLA-B07:02. The binding affinity (normalized) is 0.0847.